Dataset: Peptide-MHC class II binding affinity with 134,281 pairs from IEDB. Task: Regression. Given a peptide amino acid sequence and an MHC pseudo amino acid sequence, predict their binding affinity value. This is MHC class II binding data. (1) The peptide sequence is KPIFHFVGTSTFSEY. The MHC is DRB4_0101 with pseudo-sequence DRB4_0103. The binding affinity (normalized) is 0.297. (2) The peptide sequence is FPPNGTHSWEYWGAQ. The MHC is HLA-DPA10103-DPB10401 with pseudo-sequence HLA-DPA10103-DPB10401. The binding affinity (normalized) is 0.0283.